From a dataset of Catalyst prediction with 721,799 reactions and 888 catalyst types from USPTO. Predict which catalyst facilitates the given reaction. (1) Reactant: [OH:1][CH:2]1[CH2:7][CH:6]([CH3:8])[CH2:5][CH:4]([C:9]([O:11][CH2:12][CH3:13])=[O:10])[CH2:3]1.CC(C)=O.OS(O)(=O)=O.O=[Cr](=O)=O.C(O)(C)C. Product: [CH3:8][CH:6]1[CH2:7][C:2](=[O:1])[CH2:3][CH:4]([C:9]([O:11][CH2:12][CH3:13])=[O:10])[CH2:5]1. The catalyst class is: 21. (2) Reactant: [CH:1]1([CH:6]([C:10]2[CH:15]=[CH:14][C:13]([CH2:16][N:17]3[C:22](=[O:23])[CH2:21][O:20][C:19]([C:24]4[CH:29]=[CH:28][CH:27]=[CH:26][CH:25]=4)=[N:18]3)=[CH:12][CH:11]=2)[C:7](O)=[O:8])[CH2:5][CH2:4][CH2:3][CH2:2]1.[NH2:30][C:31]1[CH:39]=[CH:38][CH:37]=[C:36]2[C:32]=1[CH2:33][C:34]([CH3:44])([C:40]([O:42][CH3:43])=[O:41])[CH2:35]2.N1C=CC=CC=1. Product: [CH:1]1([CH:6]([C:10]2[CH:15]=[CH:14][C:13]([CH2:16][N:17]3[C:22](=[O:23])[CH2:21][O:20][C:19]([C:24]4[CH:29]=[CH:28][CH:27]=[CH:26][CH:25]=4)=[N:18]3)=[CH:12][CH:11]=2)[C:7]([NH:30][C:31]2[CH:39]=[CH:38][CH:37]=[C:36]3[C:32]=2[CH2:33][C:34]([CH3:44])([C:40]([O:42][CH3:43])=[O:41])[CH2:35]3)=[O:8])[CH2:5][CH2:4][CH2:3][CH2:2]1. The catalyst class is: 3. (3) Reactant: [Br:1][C:2]1[CH:3]=[CH:4][C:5]([Cl:11])=[C:6]([CH:10]=1)[C:7]([OH:9])=O.CN(C(ON1N=NC2C=CC=NC1=2)=[N+](C)C)C.F[P-](F)(F)(F)(F)F.C(N(CC)CC)C.[N+:43]([C:46]1[CH:51]=[CH:50][N:49]=[CH:48][C:47]=1[NH2:52])([O-:45])=[O:44]. Product: [Br:1][C:2]1[CH:3]=[CH:4][C:5]([Cl:11])=[C:6]([CH:10]=1)[C:7]([NH:52][C:47]1[CH:48]=[N:49][CH:50]=[CH:51][C:46]=1[N+:43]([O-:45])=[O:44])=[O:9]. The catalyst class is: 3. (4) Reactant: C([O:3][C:4]([C:6]1[C:7]2[N:8]=[CH:9][CH:10]=[N:11][C:12]=2[C:13]([C:16]2[CH:21]=[C:20]([O:22][CH3:23])[CH:19]=[C:18]([O:24][CH3:25])[C:17]=2[F:26])=[CH:14][CH:15]=1)=O)C.[CH3:27][N:28]1[CH2:33][CH2:32][N:31]([CH2:34][C:35]2[CH:36]=[CH:37][C:38]([NH:41]C(C3C4N=CC=NC=4C(C4C(Cl)=C(OC)C=C(OC)C=4Cl)=CC=3)=O)=[N:39][CH:40]=2)[CH2:30][CH2:29]1. Product: [CH3:27][N:28]1[CH2:33][CH2:32][N:31]([CH2:34][C:35]2[CH:36]=[CH:37][C:38]([NH:41][C:4]([C:6]3[C:7]4[N:8]=[CH:9][CH:10]=[N:11][C:12]=4[C:13]([C:16]4[CH:21]=[C:20]([O:22][CH3:23])[CH:19]=[C:18]([O:24][CH3:25])[C:17]=4[F:26])=[CH:14][CH:15]=3)=[O:3])=[N:39][CH:40]=2)[CH2:30][CH2:29]1. The catalyst class is: 61. (5) Reactant: [Cl:1][C:2]1[CH:7]=[CH:6][C:5]([C:8]2([OH:14])[CH2:13][CH2:12][NH:11][CH2:10][CH2:9]2)=[CH:4][C:3]=1[N+:15]([O-:17])=[O:16].N1C(C)=CC=CC=1C.[I-].[K+].Br[CH2:29][CH2:30][CH:31]=[C:32]1[C:38]2[CH:39]=[CH:40][CH:41]=[N:42][C:37]=2[CH2:36][O:35][C:34]2[CH:43]=[CH:44][C:45]([C:47]([OH:50])([CH3:49])[CH3:48])=[CH:46][C:33]1=2. Product: [Cl:1][C:2]1[CH:7]=[CH:6][C:5]([C:8]2([OH:14])[CH2:13][CH2:12][N:11]([CH2:29][CH2:30][CH:31]=[C:32]3[C:38]4[CH:39]=[CH:40][CH:41]=[N:42][C:37]=4[CH2:36][O:35][C:34]4[CH:43]=[CH:44][C:45]([C:47]([OH:50])([CH3:49])[CH3:48])=[CH:46][C:33]3=4)[CH2:10][CH2:9]2)=[CH:4][C:3]=1[N+:15]([O-:17])=[O:16]. The catalyst class is: 32. (6) Reactant: [C:1]1([C:7]2[S:11][C:10]([NH2:12])=[N:9][N:8]=2)[CH:6]=[CH:5][CH:4]=[CH:3][CH:2]=1.[Cl:13][CH2:14][CH2:15][CH2:16][C:17](Cl)=[O:18].C(=O)([O-])[O-].[K+].[K+]. Product: [Cl:13][CH2:14][CH2:15][CH2:16][C:17]([NH:12][C:10]1[S:11][C:7]([C:1]2[CH:2]=[CH:3][CH:4]=[CH:5][CH:6]=2)=[N:8][N:9]=1)=[O:18]. The catalyst class is: 11.